Dataset: Full USPTO retrosynthesis dataset with 1.9M reactions from patents (1976-2016). Task: Predict the reactants needed to synthesize the given product. (1) Given the product [ClH:30].[ClH:30].[CH2:1]1[C:11]2=[C:12]3[C:7](=[CH:8][CH:9]=[CH:10]2)[CH2:6][CH2:5][N:4]([CH2:13][CH2:14][CH2:15][NH2:16])[CH:3]3[CH2:2]1, predict the reactants needed to synthesize it. The reactants are: [CH2:1]1[C:11]2=[C:12]3[C:7](=[CH:8][CH:9]=[CH:10]2)[CH2:6][CH2:5][N:4]([CH2:13][CH2:14][CH2:15][N:16]2C(=O)C4C(=CC=CC=4)C2=O)[CH:3]3[CH2:2]1.O.NN.[ClH:30]. (2) Given the product [CH3:23][O:24][C:25]1[CH:26]=[C:27]2[C:32](=[CH:33][CH:34]=1)[CH:31]=[C:30]([C:2]1[CH:7]=[CH:6][N:5]=[C:4]([C:8]([OH:10])=[O:9])[CH:3]=1)[CH:29]=[CH:28]2, predict the reactants needed to synthesize it. The reactants are: Br[C:2]1[CH:7]=[CH:6][N:5]=[C:4]([C:8]([OH:10])=[O:9])[CH:3]=1.COCCOC.C(=O)([O-])[O-].[Na+].[Na+].[CH3:23][O:24][C:25]1[CH:26]=[C:27]2[C:32](=[CH:33][CH:34]=1)[CH:31]=[C:30](B(O)O)[CH:29]=[CH:28]2. (3) Given the product [Cl:21][C:22]1[CH:23]=[C:24]([CH:27]=[C:28]([O:30][C:31]2[C:36](=[O:37])[N:35]([CH2:2][C:3]3[CH:4]=[C:5]([O:19][CH3:20])[C:6](=[O:18])[N:7]([CH2:9][C:10]4[CH:15]=[CH:14][C:13]([O:16][CH3:17])=[CH:12][CH:11]=4)[N:8]=3)[CH:34]=[N:33][C:32]=2[C:38]([F:39])([F:40])[F:41])[CH:29]=1)[C:25]#[N:26], predict the reactants needed to synthesize it. The reactants are: Cl[CH2:2][C:3]1[CH:4]=[C:5]([O:19][CH3:20])[C:6](=[O:18])[N:7]([CH2:9][C:10]2[CH:15]=[CH:14][C:13]([O:16][CH3:17])=[CH:12][CH:11]=2)[N:8]=1.[Cl:21][C:22]1[CH:23]=[C:24]([CH:27]=[C:28]([O:30][C:31]2[C:36](=[O:37])[NH:35][CH:34]=[N:33][C:32]=2[C:38]([F:41])([F:40])[F:39])[CH:29]=1)[C:25]#[N:26].C(=O)([O-])[O-].[K+].[K+].[Li+].[Br-]. (4) Given the product [Br:32][C:28]1[CH:27]=[C:26]2[C:31](=[CH:30][CH:29]=1)[C:22]([CH2:21][N:18]1[C:19](=[O:20])[C@@H:13]([NH:12][C:11](=[O:39])[C@@H:9]([N:7]([CH3:8])[C:6](=[O:40])[O:5][C:1]([CH3:2])([CH3:3])[CH3:4])[CH3:10])[CH2:14][N:15]([CH2:42][C:43]3[CH:50]=[CH:49][C:46]([C:47]#[N:48])=[CH:45][CH:44]=3)[C:16]3[CH:38]=[CH:37][CH:36]=[CH:35][C:17]1=3)=[C:23]([O:33][CH3:34])[CH:24]=[CH:25]2, predict the reactants needed to synthesize it. The reactants are: [C:1]([O:5][C:6](=[O:40])[N:7]([C@H:9]([C:11](=[O:39])[NH:12][C@@H:13]1[C:19](=[O:20])[N:18]([CH2:21][C:22]2[C:31]3[C:26](=[CH:27][C:28]([Br:32])=[CH:29][CH:30]=3)[CH:25]=[CH:24][C:23]=2[O:33][CH3:34])[C:17]2[CH:35]=[CH:36][CH:37]=[CH:38][C:16]=2[NH:15][CH2:14]1)[CH3:10])[CH3:8])([CH3:4])([CH3:3])[CH3:2].Br[CH2:42][C:43]1[CH:50]=[CH:49][C:46]([C:47]#[N:48])=[CH:45][CH:44]=1.C([O-])([O-])=O.[Cs+].[Cs+].[Na+].[I-]. (5) Given the product [OH:13][C:14]1[CH:15]=[CH:16][C:17]([N:20]2[C:25](=[O:26])[C:24]([CH2:27][C:28]3[CH:33]=[CH:32][C:31]([C:34]4[CH:39]=[CH:38][CH:37]=[CH:36][C:35]=4[C:40]4[NH:3][C:4](=[O:7])[O:5][N:41]=4)=[CH:30][CH:29]=3)=[C:23]([CH2:42][CH2:43][CH3:44])[N:22]=[C:21]2[CH3:45])=[CH:18][CH:19]=1, predict the reactants needed to synthesize it. The reactants are: [Cl-].O[NH3+:3].[C:4](=[O:7])([O-])[OH:5].[Na+].CS(C)=O.[OH:13][C:14]1[CH:19]=[CH:18][C:17]([N:20]2[C:25](=[O:26])[C:24]([CH2:27][C:28]3[CH:33]=[CH:32][C:31]([C:34]4[C:35]([C:40]#[N:41])=[CH:36][CH:37]=[CH:38][CH:39]=4)=[CH:30][CH:29]=3)=[C:23]([CH2:42][CH2:43][CH3:44])[N:22]=[C:21]2[CH3:45])=[CH:16][CH:15]=1. (6) Given the product [CH3:1][O:2][C:3](=[O:26])[CH2:4][C@H:5]1[C:9]2[CH:10]=[CH:11][C:12]([O:14][C@H:15]3[C:23]4[C:18](=[C:19]([O:25][C:33]5[CH:32]=[C:31]6[C:36](=[CH:35][C:34]=5[CH3:37])[N:28]([CH3:27])[N:29]=[CH:30]6)[CH:20]=[CH:21][C:22]=4[F:24])[CH2:17][CH2:16]3)=[CH:13][C:8]=2[O:7][CH2:6]1, predict the reactants needed to synthesize it. The reactants are: [CH3:1][O:2][C:3](=[O:26])[CH2:4][C@H:5]1[C:9]2[CH:10]=[CH:11][C:12]([O:14][C@H:15]3[C:23]4[C:18](=[C:19]([OH:25])[CH:20]=[CH:21][C:22]=4[F:24])[CH2:17][CH2:16]3)=[CH:13][C:8]=2[O:7][CH2:6]1.[CH3:27][N:28]1[C:36]2[C:31](=[CH:32][C:33](B(O)O)=[C:34]([CH3:37])[CH:35]=2)[CH:30]=[N:29]1.